This data is from Catalyst prediction with 721,799 reactions and 888 catalyst types from USPTO. The task is: Predict which catalyst facilitates the given reaction. (1) The catalyst class is: 6. Product: [Cl:37][C:38]1[C:39]([F:41])=[CH:25][CH:24]=[C:30]2[C:29]=1[C:27]([C:26]([OH:31])=[O:48])=[CH:4][NH:3]2. Reactant: CC1(C)CCC[C:4](C)(C)[NH:3]1.CN(CCN(CCN(C)C)C)C.C[C:24]1[CH:25]=[C:26]([OH:31])[C:27](=[CH:29][CH:30]=1)O.[Li]CCCC.[Cl:37][C:38](Cl)(F)[C:39](Cl)([F:41])F.C1C[O:48]CC1. (2) Reactant: [OH-].[Na+].[CH3:3][CH:4]([CH2:11][C:12]1[CH:17]=[CH:16][C:15]([O:18][CH2:19][CH2:20][C:21]2[CH:26]=[CH:25][CH:24]=[C:23]([NH:27][CH3:28])[N:22]=2)=[CH:14][CH:13]=1)[CH2:5][C:6]([O:8]CC)=[O:7]. Product: [CH3:3][CH:4]([CH2:11][C:12]1[CH:17]=[CH:16][C:15]([O:18][CH2:19][CH2:20][C:21]2[CH:26]=[CH:25][CH:24]=[C:23]([NH:27][CH3:28])[N:22]=2)=[CH:14][CH:13]=1)[CH2:5][C:6]([OH:8])=[O:7]. The catalyst class is: 1. (3) Reactant: [Br:1][C:2]1[C:11]2[C:6](=[CH:7][CH:8]=[CH:9][CH:10]=2)[CH:5]=[CH:4][C:3]=1[OH:12].C([O-])([O-])=O.[K+].[K+].[CH2:19](Br)[C:20]1[CH:25]=[CH:24][CH:23]=[CH:22][CH:21]=1. Product: [Br:1][C:2]1[C:11]2[C:6](=[CH:7][CH:8]=[CH:9][CH:10]=2)[CH:5]=[CH:4][C:3]=1[O:12][CH2:19][C:20]1[CH:25]=[CH:24][CH:23]=[CH:22][CH:21]=1. The catalyst class is: 3. (4) Reactant: [F:1][C:2]1[CH:35]=[CH:34][C:5]([C:6]([N:8]2[CH2:13][CH2:12][C:11]([CH2:15][N:16]3[C:21](=[O:22])[C:20]4[CH:23]=[N:24][N:25]([C:26]5[CH:31]=[CH:30][C:29]([S:32][CH3:33])=[CH:28][CH:27]=5)[C:19]=4[N:18]=[CH:17]3)([OH:14])[CH2:10][CH2:9]2)=[O:7])=[CH:4][CH:3]=1.C1C=C(Cl)C=C(C(OO)=[O:44])C=1. Product: [F:1][C:2]1[CH:35]=[CH:34][C:5]([C:6]([N:8]2[CH2:13][CH2:12][C:11]([CH2:15][N:16]3[C:21](=[O:22])[C:20]4[CH:23]=[N:24][N:25]([C:26]5[CH:31]=[CH:30][C:29]([S:32]([CH3:33])=[O:44])=[CH:28][CH:27]=5)[C:19]=4[N:18]=[CH:17]3)([OH:14])[CH2:10][CH2:9]2)=[O:7])=[CH:4][CH:3]=1. The catalyst class is: 4. (5) The catalyst class is: 16. Product: [C:8]([C:5]1[N:4]=[C:3]([C:12]#[N:13])[C:2]([O:23][C:16]2[C:17]([CH3:22])=[CH:18][C:19]([CH3:21])=[CH:20][C:15]=2[CH3:14])=[CH:7][CH:6]=1)([CH3:11])([CH3:10])[CH3:9]. Reactant: Br[C:2]1[C:3]([C:12]#[N:13])=[N:4][C:5]([C:8]([CH3:11])([CH3:10])[CH3:9])=[CH:6][CH:7]=1.[CH3:14][C:15]1[CH:20]=[C:19]([CH3:21])[CH:18]=[C:17]([CH3:22])[C:16]=1[OH:23].C([O-])([O-])=O.[Cs+].[Cs+].C(OCC)(=O)C. (6) Reactant: [Cl:1][C:2]1[N:3]([CH2:16][C:17]#[N:18])[C:4]2[C:9]([C:10]=1[S:11]([CH3:14])(=[O:13])=[O:12])=[CH:8][C:7]([Cl:15])=[CH:6][CH:5]=2.[CH2:19]([OH:21])[CH3:20]. Product: [ClH:1].[CH2:19]([O:21][C:17](=[NH:18])[CH2:16][N:3]1[C:4]2[C:9](=[CH:8][C:7]([Cl:15])=[CH:6][CH:5]=2)[C:10]([S:11]([CH3:14])(=[O:13])=[O:12])=[C:2]1[Cl:1])[CH3:20]. The catalyst class is: 22. (7) Reactant: Cl[C:2]1[N:17]=[N:16][C:5]2[NH:6][C:7]3[CH:15]=[CH:14][CH:13]=[CH:12][C:8]=3[NH:9][C:10](=[O:11])[C:4]=2[CH:3]=1.[CH2:18]([Sn](CCCC)(CCCC)C=C)[CH2:19]CC.C1(P(C2C=CC=CC=2)C2C=CC=CC=2)C=CC=CC=1. Product: [CH:18]([C:2]1[N:17]=[N:16][C:5]2[NH:6][C:7]3[CH:15]=[CH:14][CH:13]=[CH:12][C:8]=3[NH:9][C:10](=[O:11])[C:4]=2[CH:3]=1)=[CH2:19]. The catalyst class is: 11.